Task: Predict the reactants needed to synthesize the given product.. Dataset: Full USPTO retrosynthesis dataset with 1.9M reactions from patents (1976-2016) (1) Given the product [OH:1][C:2]1[N:3]=[C:4]([CH:25]([CH3:27])[CH3:26])[N:5]([CH2:18][C:19]2[CH:20]=[CH:21][CH:22]=[CH:23][CH:24]=2)[C:6](=[O:17])[C:7]=1[C:8]([NH:10][CH2:11][C:12]([OH:14])=[O:13])=[O:9], predict the reactants needed to synthesize it. The reactants are: [OH:1][C:2]1[N:3]=[C:4]([CH:25]([CH3:27])[CH3:26])[N:5]([CH2:18][C:19]2[CH:24]=[CH:23][CH:22]=[CH:21][CH:20]=2)[C:6](=[O:17])[C:7]=1[C:8]([NH:10][CH2:11][C:12]([O:14]CC)=[O:13])=[O:9].N(CC(OCC)=O)=C=O.C(N(CC)C(C)C)(C)C.Cl. (2) Given the product [Br:1][C:2]1[CH:7]=[CH:6][N:5]=[C:4]2[N:8]([S:24]([C:27]3[CH:28]=[CH:29][C:30]([CH3:31])=[CH:32][CH:33]=3)(=[O:26])=[O:25])[C:9]([C:11]3[CH2:16][CH2:15][NH:14][CH2:13][CH:12]=3)=[CH:10][C:3]=12.[F:34][C:35]([F:40])([F:39])[C:36]([O-:38])=[O:37], predict the reactants needed to synthesize it. The reactants are: [Br:1][C:2]1[CH:7]=[CH:6][N:5]=[C:4]2[N:8]([S:24]([C:27]3[CH:33]=[CH:32][C:30]([CH3:31])=[CH:29][CH:28]=3)(=[O:26])=[O:25])[C:9]([C:11]3[CH2:16][CH2:15][N:14](C(OC(C)(C)C)=O)[CH2:13][CH:12]=3)=[CH:10][C:3]=12.[F:34][C:35]([F:40])([F:39])[C:36]([OH:38])=[O:37]. (3) Given the product [CH3:8][C:9]([CH3:27])([CH2:24][CH2:25][CH3:26])[CH2:10][O:11][C:12]1[N:20]=[C:19]2[C:15]([N:16]=[C:17]([O:21][CH3:22])[N:18]2[CH2:35][CH:36]2[CH2:41][CH2:40][O:39][CH2:38][CH2:37]2)=[C:14]([NH2:23])[N:13]=1, predict the reactants needed to synthesize it. The reactants are: FC(F)(F)C(O)=O.[CH3:8][C:9]([CH3:27])([CH2:24][CH2:25][CH3:26])[CH2:10][O:11][C:12]1[N:20]=[C:19]2[C:15]([N:16]=[C:17]([O:21][CH3:22])[NH:18]2)=[C:14]([NH2:23])[N:13]=1.C(=O)([O-])[O-].[K+].[K+].Br[CH2:35][CH:36]1[CH2:41][CH2:40][O:39][CH2:38][CH2:37]1. (4) Given the product [NH2:23][C:19]1[CH:18]=[C:17]([S:14]([NH:13][CH2:12][CH2:11][CH2:10][NH:9][C:3]2[C:2]([Br:1])=[CH:7][N:6]=[C:5]([Cl:8])[N:4]=2)(=[O:15])=[O:16])[CH:22]=[CH:21][CH:20]=1, predict the reactants needed to synthesize it. The reactants are: [Br:1][C:2]1[C:3]([NH:9][CH2:10][CH2:11][CH2:12][NH:13][S:14]([C:17]2[CH:22]=[CH:21][CH:20]=[C:19]([N+:23]([O-])=O)[CH:18]=2)(=[O:16])=[O:15])=[N:4][C:5]([Cl:8])=[N:6][CH:7]=1.[OH-].[Na+]. (5) Given the product [F:1][C:2]1[CH:7]=[C:6]([F:8])[CH:5]=[CH:4][C:3]=1[C:9]1[N:10]=[C:11]2[N:15]([C:16]=1[C:17]1[CH:22]=[CH:21][N:20]=[C:19]([S:23]([CH3:24])=[O:25])[N:18]=1)[CH:14]=[CH:13][O:12]2, predict the reactants needed to synthesize it. The reactants are: [F:1][C:2]1[CH:7]=[C:6]([F:8])[CH:5]=[CH:4][C:3]=1[C:9]1[N:10]=[C:11]2[N:15]([C:16]=1[C:17]1[CH:22]=[CH:21][N:20]=[C:19]([S:23][CH3:24])[N:18]=1)[CH:14]=[CH:13][O:12]2.[OH:25]OS([O-])=O.[K+].